This data is from Reaction yield outcomes from USPTO patents with 853,638 reactions. The task is: Predict the reaction yield, written as a fraction of the theoretical maximum amount of product (1.0 means a 100% yield; for example, 0.34 means a 34% yield). (1) The reactants are [F:1][C:2]([F:7])([F:6])[C:3]([CH3:5])=O.[Cl:8][C:9]1[C:10](=[N:15][NH2:16])[NH:11][CH:12]=[CH:13][CH:14]=1. No catalyst specified. The product is [F:1][C:2]([F:7])([F:6])[C:3](=[N:16][N:15]=[C:10]1[C:9]([Cl:8])=[CH:14][CH:13]=[CH:12][NH:11]1)[CH3:5]. The yield is 0.660. (2) The reactants are [C:1]([Si:5]([O:8][CH:9]([CH2:14][CH2:15][C:16]1[CH:21]=[CH:20][C:19]([C:22]([CH2:41][CH3:42])([C:25]2[CH:30]=[CH:29][C:28](B3OC(C)(C)C(C)(C)O3)=[C:27]([CH3:40])[CH:26]=2)[CH2:23][CH3:24])=[CH:18][C:17]=1[CH3:43])[C:10]([CH3:13])([CH3:12])[CH3:11])([CH3:7])[CH3:6])([CH3:4])([CH3:3])[CH3:2].C1(P(C2CCCCC2)C2C=CC=CC=2C2C(OC)=CC=CC=2OC)CCCCC1.P([O-])([O-])([O-])=O.[K+].[K+].[K+].[CH3:81][O:82][C:83](=[O:93])[CH2:84][C:85]1[CH:90]=[CH:89][C:88](Cl)=[CH:87][C:86]=1[Cl:92]. The catalyst is C(OCC)C.C([O-])(=O)C.[Pd+2].C([O-])(=O)C. The product is [CH3:81][O:82][C:83](=[O:93])[CH2:84][C:85]1[CH:90]=[CH:89][C:88]([C:28]2[CH:29]=[CH:30][C:25]([C:22]([C:19]3[CH:20]=[CH:21][C:16]([CH2:15][CH2:14][CH:9]([O:8][Si:5]([C:1]([CH3:4])([CH3:3])[CH3:2])([CH3:6])[CH3:7])[C:10]([CH3:13])([CH3:12])[CH3:11])=[C:17]([CH3:43])[CH:18]=3)([CH2:23][CH3:24])[CH2:41][CH3:42])=[CH:26][C:27]=2[CH3:40])=[CH:87][C:86]=1[Cl:92]. The yield is 0.170. (3) The reactants are CC1(C)COB(C2C=CC(OC3CN(C(=O)C)C3)=CC=2)OC1.Br[C:24]1[CH:25]=[C:26]2[C:30](=[CH:31][C:32]=1[Cl:33])[NH:29][CH:28]=[C:27]2[CH:34]=[O:35].C(=O)([O-])[O-].[K+].[K+].C(O)C. The catalyst is C1(C)C=CC=CC=1.C1C=CC(P(C2C=CC=CC=2)[C-]2C=CC=C2)=CC=1.C1C=CC(P(C2C=CC=CC=2)[C-]2C=CC=C2)=CC=1.Cl[Pd]Cl.[Fe+2].C(OCC)(=O)C. The product is [Cl:33][C:32]1[CH:31]=[C:30]2[C:26]([C:27]([CH:34]=[O:35])=[CH:28][NH:29]2)=[CH:25][CH:24]=1. The yield is 0.440. (4) The reactants are [Cl:1][C:2]1[N:11]=[C:10]([N:12]2CCOCC2)[C:9]2[C:4](=[CH:5][C:6](C(OC)=O)=[CH:7][CH:8]=2)[N:3]=1.[CH2:22]1[CH2:26][O:25][CH2:24][CH2:23]1.[CH3:27][Mg]Br.C([O:33][CH2:34][CH3:35])(=O)C. No catalyst specified. The product is [Cl:1][C:2]1[N:11]=[C:10]([N:12]2[CH2:22][CH2:26][O:25][CH2:24][CH2:23]2)[C:9]2[C:4](=[CH:5][C:6]([C:34]([OH:33])([CH3:35])[CH3:27])=[CH:7][CH:8]=2)[N:3]=1. The yield is 0.560.